Dataset: Forward reaction prediction with 1.9M reactions from USPTO patents (1976-2016). Task: Predict the product of the given reaction. (1) Given the reactants [CH3:1][C:2]1([CH3:21])[O:6][CH:5]([CH2:7][O:8][C:9]2[CH:14]=[CH:13][N:12]3[C:15]([C:18]([OH:20])=O)=[CH:16][N:17]=[C:11]3[CH:10]=2)[CH2:4][O:3]1.ClC1C=C(Cl)C=C(Cl)C=1C(Cl)=O.C(N(CC)CC)C.[CH2:41]([C:43]1[C:51]2[C:50]([NH2:52])=[CH:49][CH:48]=[CH:47][C:46]=2[N:45]([CH2:53][C:54]2[CH:59]=[CH:58][CH:57]=[C:56]([CH3:60])[N:55]=2)[N:44]=1)[CH3:42].C[Si]([N-][Si](C)(C)C)(C)C.[Li+], predict the reaction product. The product is: [CH3:21][C:2]1([CH3:1])[O:6][CH:5]([CH2:7][O:8][C:9]2[CH:14]=[CH:13][N:12]3[C:15]([C:18]([NH:52][C:50]4[CH:49]=[CH:48][CH:47]=[C:46]5[C:51]=4[C:43]([CH2:41][CH3:42])=[N:44][N:45]5[CH2:53][C:54]4[CH:59]=[CH:58][CH:57]=[C:56]([CH3:60])[N:55]=4)=[O:20])=[CH:16][N:17]=[C:11]3[CH:10]=2)[CH2:4][O:3]1. (2) Given the reactants Cl[C:2]1[N:7]2[CH:8]=[CH:9][N:10]=[C:6]2[N:5]=[C:4]([Cl:11])[C:3]=1[C:12]1[CH:17]=[CH:16][CH:15]=[CH:14][CH:13]=1.[CH3:18][NH2:19], predict the reaction product. The product is: [Cl:11][C:4]1[C:3]([C:12]2[CH:17]=[CH:16][CH:15]=[CH:14][CH:13]=2)=[C:2]([NH:19][CH3:18])[N:7]2[CH:8]=[CH:9][N:10]=[C:6]2[N:5]=1. (3) Given the reactants [Cl:1][C:2]1[CH:7]=[CH:6][C:5]([NH:8][C:9](=[O:20])[C:10]2[CH:15]=[CH:14][CH:13]=[C:12]([C:16]([F:19])([F:18])[F:17])[CH:11]=2)=[CH:4][C:3]=1[C:21]1[N:26]2[N:27]=[CH:28][CH:29]=[C:25]2[N:24]=[CH:23][CH:22]=1.[Cl:30]N1C(=O)CCC1=O, predict the reaction product. The product is: [Cl:1][C:2]1[CH:7]=[CH:6][C:5]([NH:8][C:9](=[O:20])[C:10]2[CH:15]=[CH:14][CH:13]=[C:12]([C:16]([F:19])([F:17])[F:18])[CH:11]=2)=[CH:4][C:3]=1[C:21]1[N:26]2[N:27]=[CH:28][C:29]([Cl:30])=[C:25]2[N:24]=[CH:23][CH:22]=1. (4) The product is: [C@@H:6]1([C:24]2[CH:29]=[CH:28][C:27]([CH3:30])=[C:26]([CH2:31][C:32]3[S:33][C:34]([C:43]4[N:48]=[CH:47][CH:46]=[CH:45][N:44]=4)=[CH:35][CH:36]=3)[CH:25]=2)[O:7][C@H:8]([CH2:19][OH:20])[C@@H:9]([OH:15])[C@H:10]([OH:11])[C@H:5]1[OH:4]. Given the reactants C([O:4][C@@H:5]1[C@@H:10]([O:11]C(=O)C)[C@H:9]([O:15]C(=O)C)[C@@H:8]([CH2:19][O:20]C(=O)C)[O:7][C@H:6]1[C:24]1[CH:29]=[CH:28][C:27]([CH3:30])=[C:26]([CH2:31][C:32]2[S:33][C:34](Br)=[CH:35][CH:36]=2)[CH:25]=1)(=O)C.C([Sn](CCCC)(CCCC)[C:43]1[N:48]=[CH:47][CH:46]=[CH:45][N:44]=1)CCC.BrC1C=CC(=O)N(CC2C=CC(CC)=CC=2)C=1, predict the reaction product. (5) The product is: [Br-:4].[F:12][C:9]1[CH:10]=[CH:11][C:6]([CH2:5][Zn+:1])=[CH:7][CH:8]=1. Given the reactants [Zn:1].II.[Br:4][CH2:5][C:6]1[CH:11]=[CH:10][C:9]([F:12])=[CH:8][CH:7]=1.C[Si](Cl)(C)C, predict the reaction product.